This data is from NCI-60 drug combinations with 297,098 pairs across 59 cell lines. The task is: Regression. Given two drug SMILES strings and cell line genomic features, predict the synergy score measuring deviation from expected non-interaction effect. (1) Drug 1: COC1=NC(=NC2=C1N=CN2C3C(C(C(O3)CO)O)O)N. Drug 2: CCC1=C2CN3C(=CC4=C(C3=O)COC(=O)C4(CC)O)C2=NC5=C1C=C(C=C5)O. Cell line: SF-539. Synergy scores: CSS=11.1, Synergy_ZIP=2.68, Synergy_Bliss=0.673, Synergy_Loewe=-44.4, Synergy_HSA=-4.16. (2) Drug 1: CS(=O)(=O)C1=CC(=C(C=C1)C(=O)NC2=CC(=C(C=C2)Cl)C3=CC=CC=N3)Cl. Drug 2: CC1OCC2C(O1)C(C(C(O2)OC3C4COC(=O)C4C(C5=CC6=C(C=C35)OCO6)C7=CC(=C(C(=C7)OC)O)OC)O)O. Cell line: A498. Synergy scores: CSS=31.2, Synergy_ZIP=-0.775, Synergy_Bliss=-0.529, Synergy_Loewe=-10.8, Synergy_HSA=0.826. (3) Drug 1: CCCS(=O)(=O)NC1=C(C(=C(C=C1)F)C(=O)C2=CNC3=C2C=C(C=N3)C4=CC=C(C=C4)Cl)F. Drug 2: CCC1(CC2CC(C3=C(CCN(C2)C1)C4=CC=CC=C4N3)(C5=C(C=C6C(=C5)C78CCN9C7C(C=CC9)(C(C(C8N6C)(C(=O)OC)O)OC(=O)C)CC)OC)C(=O)OC)O.OS(=O)(=O)O. Cell line: SK-MEL-28. Synergy scores: CSS=38.1, Synergy_ZIP=4.25, Synergy_Bliss=4.31, Synergy_Loewe=-1.75, Synergy_HSA=6.04. (4) Drug 1: CCN(CC)CCNC(=O)C1=C(NC(=C1C)C=C2C3=C(C=CC(=C3)F)NC2=O)C. Drug 2: C#CCC(CC1=CN=C2C(=N1)C(=NC(=N2)N)N)C3=CC=C(C=C3)C(=O)NC(CCC(=O)O)C(=O)O. Cell line: SR. Synergy scores: CSS=75.9, Synergy_ZIP=1.05, Synergy_Bliss=0.388, Synergy_Loewe=-6.13, Synergy_HSA=-0.267. (5) Drug 1: CC1C(C(CC(O1)OC2CC(CC3=C2C(=C4C(=C3O)C(=O)C5=C(C4=O)C(=CC=C5)OC)O)(C(=O)C)O)N)O.Cl. Drug 2: C#CCC(CC1=CN=C2C(=N1)C(=NC(=N2)N)N)C3=CC=C(C=C3)C(=O)NC(CCC(=O)O)C(=O)O. Cell line: UACC-257. Synergy scores: CSS=1.48, Synergy_ZIP=-0.593, Synergy_Bliss=0.679, Synergy_Loewe=-2.21, Synergy_HSA=-1.55. (6) Drug 1: C1CCC(CC1)NC(=O)N(CCCl)N=O. Drug 2: CC(C1=C(C=CC(=C1Cl)F)Cl)OC2=C(N=CC(=C2)C3=CN(N=C3)C4CCNCC4)N. Cell line: COLO 205. Synergy scores: CSS=24.0, Synergy_ZIP=-8.67, Synergy_Bliss=1.60, Synergy_Loewe=-4.10, Synergy_HSA=-0.491. (7) Drug 1: C1=NC2=C(N=C(N=C2N1C3C(C(C(O3)CO)O)O)F)N. Drug 2: C1CN(CCN1C(=O)CCBr)C(=O)CCBr. Cell line: CAKI-1. Synergy scores: CSS=23.6, Synergy_ZIP=-0.134, Synergy_Bliss=3.67, Synergy_Loewe=-0.564, Synergy_HSA=1.49. (8) Drug 1: CCC1(CC2CC(C3=C(CCN(C2)C1)C4=CC=CC=C4N3)(C5=C(C=C6C(=C5)C78CCN9C7C(C=CC9)(C(C(C8N6C=O)(C(=O)OC)O)OC(=O)C)CC)OC)C(=O)OC)O.OS(=O)(=O)O. Drug 2: C1=CN(C=N1)CC(O)(P(=O)(O)O)P(=O)(O)O. Cell line: CAKI-1. Synergy scores: CSS=2.17, Synergy_ZIP=0.0851, Synergy_Bliss=2.13, Synergy_Loewe=-2.92, Synergy_HSA=-2.16. (9) Drug 1: C1=NC2=C(N=C(N=C2N1C3C(C(C(O3)CO)O)F)Cl)N. Drug 2: CCC1(CC2CC(C3=C(CCN(C2)C1)C4=CC=CC=C4N3)(C5=C(C=C6C(=C5)C78CCN9C7C(C=CC9)(C(C(C8N6C)(C(=O)OC)O)OC(=O)C)CC)OC)C(=O)OC)O.OS(=O)(=O)O. Cell line: CCRF-CEM. Synergy scores: CSS=-3.79, Synergy_ZIP=5.14, Synergy_Bliss=3.15, Synergy_Loewe=-2.80, Synergy_HSA=-5.45.